From a dataset of Reaction yield outcomes from USPTO patents with 853,638 reactions. Predict the reaction yield, written as a fraction of the theoretical maximum amount of product (1.0 means a 100% yield; for example, 0.34 means a 34% yield). (1) The reactants are [NH:1]1[C:9]2[C:4](=[CH:5][C:6]([C:10]([N:12]3[CH2:18][C:17]4([CH3:20])[CH2:19][CH:13]3[CH2:14][C:15]([CH3:22])([CH3:21])[CH2:16]4)=[O:11])=[CH:7][CH:8]=2)[CH:3]=[CH:2]1.[H-].[Na+].[CH3:25]I. The catalyst is CN(C=O)C. The product is [CH3:25][N:1]1[C:9]2[C:4](=[CH:5][C:6]([C:10]([N:12]3[CH2:18][C:17]4([CH3:20])[CH2:19][CH:13]3[CH2:14][C:15]([CH3:22])([CH3:21])[CH2:16]4)=[O:11])=[CH:7][CH:8]=2)[CH:3]=[CH:2]1. The yield is 0.500. (2) The reactants are [Cl:1][C:2]1[CH:3]=[C:4]([CH:8]=[CH:9][CH:10]=1)[C:5](Cl)=[O:6].C(N(CC)CC)C.[NH2:18][CH2:19][C:20]1[CH:36]=[CH:35][C:23]([C:24]([N:26]([C:28]2[CH:33]=[CH:32][C:31]([Cl:34])=[CH:30][CH:29]=2)[CH3:27])=[O:25])=[CH:22][C:21]=1[CH3:37]. The catalyst is ClCCl. The product is [Cl:1][C:2]1[CH:3]=[C:4]([CH:8]=[CH:9][CH:10]=1)[C:5]([NH:18][CH2:19][C:20]1[CH:36]=[CH:35][C:23]([C:24]([N:26]([C:28]2[CH:33]=[CH:32][C:31]([Cl:34])=[CH:30][CH:29]=2)[CH3:27])=[O:25])=[CH:22][C:21]=1[CH3:37])=[O:6]. The yield is 0.690. (3) The reactants are [C:1]([C:3]1[C:11]2[C:6](=[CH:7][C:8]([O:12][CH3:13])=[CH:9][CH:10]=2)[N:5]([CH2:14][CH3:15])[C:4]=1[C:16]1[CH:21]=[CH:20][C:19]([NH:22][S:23]([CH3:26])(=[O:25])=[O:24])=[CH:18][CH:17]=1)#[N:2].[H-].[Na+].I[CH3:30]. The catalyst is CN(C=O)C.O. The product is [C:1]([C:3]1[C:11]2[C:6](=[CH:7][C:8]([O:12][CH3:13])=[CH:9][CH:10]=2)[N:5]([CH2:14][CH3:15])[C:4]=1[C:16]1[CH:21]=[CH:20][C:19]([N:22]([CH3:30])[S:23]([CH3:26])(=[O:24])=[O:25])=[CH:18][CH:17]=1)#[N:2]. The yield is 0.450. (4) No catalyst specified. The product is [F:2][CH2:3][CH2:4][CH2:5][NH:6][C:13](=[O:15])[O:16][C:9]1[CH:8]=[CH:7][CH:12]=[CH:11][CH:10]=1. The yield is 0.294. The reactants are Cl.[F:2][CH2:3][CH2:4][CH2:5][NH2:6].[CH3:7][CH2:8][CH2:9][CH2:10][CH2:11][CH3:12].[C:13]([O:16]CC)(=[O:15])C.